Dataset: Reaction yield outcomes from USPTO patents with 853,638 reactions. Task: Predict the reaction yield, written as a fraction of the theoretical maximum amount of product (1.0 means a 100% yield; for example, 0.34 means a 34% yield). (1) The reactants are C1(P(C2C=CC=CC=2)C2C=CC=CC=2)C=CC=CC=1.[OH:20][C:21]1[CH:30]=[C:29]2[C:24]([C:25](=[O:39])[N:26]([CH2:31][O:32][C:33](=[O:38])[C:34]([CH3:37])([CH3:36])[CH3:35])[CH:27]=[N:28]2)=[CH:23][C:22]=1[O:40][CH3:41].[C:42]([O:46][C:47]([N:49]1[CH2:54][CH2:53][CH:52]([CH2:55]O)[CH2:51][CH2:50]1)=[O:48])([CH3:45])([CH3:44])[CH3:43].N(C(OCC)=O)=NC(OCC)=O. The catalyst is C(Cl)Cl. The product is [C:42]([O:46][C:47]([N:49]1[CH2:54][CH2:53][CH:52]([CH2:55][O:20][C:21]2[CH:30]=[C:29]3[C:24]([C:25](=[O:39])[N:26]([CH2:31][O:32][C:33](=[O:38])[C:34]([CH3:35])([CH3:36])[CH3:37])[CH:27]=[N:28]3)=[CH:23][C:22]=2[O:40][CH3:41])[CH2:51][CH2:50]1)=[O:48])([CH3:45])([CH3:43])[CH3:44]. The yield is 0.920. (2) The reactants are [Cl:1][C:2]1[CH:7]=[CH:6][N:5]=[C:4]([N:8]2[CH2:13][CH2:12][N:11](C(OC(C)(C)C)=O)[CH2:10][CH2:9]2)[N:3]=1.[F:21][C:22]1[CH:23]=[C:24](B(O)O)[CH:25]=[CH:26][CH:27]=1. The yield is 0.970. The product is [ClH:1].[ClH:1].[F:21][C:22]1[CH:27]=[C:26]([C:2]2[CH:7]=[CH:6][N:5]=[C:4]([N:8]3[CH2:9][CH2:10][NH:11][CH2:12][CH2:13]3)[N:3]=2)[CH:25]=[CH:24][CH:23]=1. No catalyst specified. (3) The reactants are [NH2:1][C@@:2]1([CH2:34][CH2:35][CH:36]([CH3:38])[CH3:37])[C:11]2[C:6](=[CH:7][CH:8]=[CH:9][CH:10]=2)[C:5]([OH:12])=[C:4]([C:13]2[NH:18][C:17]3[CH:19]=[CH:20][C:21]([NH:23]C(=O)OC(C)(C)C)=[CH:22][C:16]=3[S:15](=[O:32])(=[O:31])[N:14]=2)[C:3]1=[O:33].[CH:39](=O)[C:40]1[CH:45]=[CH:44][CH:43]=[CH:42][CH:41]=1.C(O)(=O)C.C(O[BH-](OC(=O)C)OC(=O)C)(=O)C.[Na+].C([O-])(O)=O.[Na+].N1C=CC=CC=1.[CH3:76][S:77](Cl)(=[O:79])=[O:78]. The catalyst is ClCCl.O. The product is [CH2:39]([NH:1][C@@:2]1([CH2:34][CH2:35][CH:36]([CH3:37])[CH3:38])[C:11]2[C:6](=[CH:7][CH:8]=[CH:9][CH:10]=2)[C:5]([OH:12])=[C:4]([C:13]2[NH:18][C:17]3[CH:19]=[CH:20][C:21]([NH:23][S:77]([CH3:76])(=[O:79])=[O:78])=[CH:22][C:16]=3[S:15](=[O:32])(=[O:31])[N:14]=2)[C:3]1=[O:33])[C:40]1[CH:45]=[CH:44][CH:43]=[CH:42][CH:41]=1. The yield is 0.670. (4) The reactants are [NH2:1][C:2]1[CH:12]=[CH:11][C:5]([C:6]([O:8][CH2:9][CH3:10])=[O:7])=[CH:4][CH:3]=1.[S-:13][C:14]#[N:15].[K+].BrBr. The catalyst is C(O)(=O)C. The product is [NH2:15][C:14]1[S:13][C:12]2[CH:11]=[C:5]([C:6]([O:8][CH2:9][CH3:10])=[O:7])[CH:4]=[CH:3][C:2]=2[N:1]=1. The yield is 0.310. (5) The reactants are [CH3:1][S:2]([C:5]1[N:10]=[CH:9][C:8]([O:11][C:12]2[CH:13]=[C:14]3[C:18](=[CH:19][CH:20]=2)[NH:17][C:16]([C:21]2[S:22][CH:23]([CH2:26][C:27](O)=[O:28])[CH2:24][N:25]=2)=[CH:15]3)=[CH:7][CH:6]=1)(=[O:4])=[O:3].O.O[N:32]1[C:36]2C=CC=C[C:35]=2N=N1.Cl.C(N=C=NCCCN(C)C)C.O1CCCC1.C(N)C. The catalyst is CN(C)C=O.CCCCCC.C(OCC)(=O)C.CO.O. The product is [CH2:36]([NH:32][C:27](=[O:28])[CH2:26][CH:23]1[S:22][C:21]([C:16]2[NH:17][C:18]3[C:14]([CH:15]=2)=[CH:13][C:12]([O:11][C:8]2[CH:9]=[N:10][C:5]([S:2]([CH3:1])(=[O:4])=[O:3])=[CH:6][CH:7]=2)=[CH:20][CH:19]=3)=[N:25][CH2:24]1)[CH3:35]. The yield is 0.560. (6) The reactants are O=C1CCC(=O)N1O[C:9]([C:11]1[O:15][C:14]([C:16]2[CH:21]=[CH:20][CH:19]=[CH:18][C:17]=2[Cl:22])=[N:13][C:12]=1[CH2:23][CH3:24])=[O:10].[N:25]1([C:31]2[N:36]=[CH:35][C:34]([NH2:37])=[CH:33][CH:32]=2)[CH2:30][CH2:29][O:28][CH2:27][CH2:26]1. The catalyst is C(#N)C. The product is [N:25]1([C:31]2[N:36]=[CH:35][C:34]([NH:37][C:9]([C:11]3[O:15][C:14]([C:16]4[CH:21]=[CH:20][CH:19]=[CH:18][C:17]=4[Cl:22])=[N:13][C:12]=3[CH2:23][CH3:24])=[O:10])=[CH:33][CH:32]=2)[CH2:30][CH2:29][O:28][CH2:27][CH2:26]1. The yield is 0.520. (7) The yield is 0.980. The catalyst is FC(F)(F)C(O)=O. The reactants are C([O:5][C:6]([C@H:8]1[CH2:12][CH2:11][CH2:10][N:9]1[C:13](=[O:42])[CH2:14][O:15][C:16]1[C:25]2[C:20](=[C:21]([O:26][CH2:27][C:28]([N:30]3[CH2:34][CH2:33][CH2:32][C@@H:31]3[C:35]([O:37]C(C)(C)C)=[O:36])=[O:29])[CH:22]=[CH:23][CH:24]=2)[CH:19]=[CH:18][CH:17]=1)=[O:7])(C)(C)C. The product is [C:35]([C@H:31]1[CH2:32][CH2:33][CH2:34][N:30]1[C:28](=[O:29])[CH2:27][O:26][C:21]1[CH:22]=[CH:23][CH:24]=[C:25]2[C:20]=1[CH:19]=[CH:18][CH:17]=[C:16]2[O:15][CH2:14][C:13]([N:9]1[CH2:10][CH2:11][CH2:12][C@@H:8]1[C:6]([OH:7])=[O:5])=[O:42])([OH:37])=[O:36]. (8) The reactants are [NH2:1][C:2]1[N:7]=[CH:6][C:5]([C:8]2[CH:33]=[CH:32][C:11]3[N:12]([C:28]([CH3:31])([CH3:30])[CH3:29])[C:13]([C:15]4[CH:16]=[C:17]([CH:20]=[CH:21][C:22]=4[N:23]4[CH:27]=[N:26][CH:25]=[N:24]4)[C:18]#[N:19])=[N:14][C:10]=3[CH:9]=2)=[CH:4][N:3]=1.[NH4+].[OH-:35].OO. The catalyst is CO.CCOC(C)=O. The product is [NH2:1][C:2]1[N:7]=[CH:6][C:5]([C:8]2[CH:33]=[CH:32][C:11]3[N:12]([C:28]([CH3:29])([CH3:30])[CH3:31])[C:13]([C:15]4[CH:16]=[C:17]([CH:20]=[CH:21][C:22]=4[N:23]4[CH:27]=[N:26][CH:25]=[N:24]4)[C:18]([NH2:19])=[O:35])=[N:14][C:10]=3[CH:9]=2)=[CH:4][N:3]=1. The yield is 0.420. (9) The reactants are Cl[C:2]1[CH:7]=[C:6]([N:8]2[CH2:14][CH2:13][CH2:12][CH2:11][CH2:10][CH2:9]2)[N:5]=[C:4]([NH2:15])[N:3]=1.[C:16]([C:18]1[CH:23]=[CH:22][C:21](B(O)O)=[CH:20][C:19]=1[F:27])#[N:17].C([O-])(O)=O.[Na+]. The catalyst is O1CCOCC1.C1C=CC([P]([Pd]([P](C2C=CC=CC=2)(C2C=CC=CC=2)C2C=CC=CC=2)([P](C2C=CC=CC=2)(C2C=CC=CC=2)C2C=CC=CC=2)[P](C2C=CC=CC=2)(C2C=CC=CC=2)C2C=CC=CC=2)(C2C=CC=CC=2)C2C=CC=CC=2)=CC=1. The product is [NH2:15][C:4]1[N:3]=[C:2]([C:21]2[CH:22]=[CH:23][C:18]([C:16]#[N:17])=[C:19]([F:27])[CH:20]=2)[CH:7]=[C:6]([N:8]2[CH2:14][CH2:13][CH2:12][CH2:11][CH2:10][CH2:9]2)[N:5]=1. The yield is 0.620.